Dataset: Peptide-MHC class II binding affinity with 134,281 pairs from IEDB. Task: Regression. Given a peptide amino acid sequence and an MHC pseudo amino acid sequence, predict their binding affinity value. This is MHC class II binding data. The MHC is HLA-DPA10103-DPB10301 with pseudo-sequence HLA-DPA10103-DPB10301. The binding affinity (normalized) is 0. The peptide sequence is TPTNASHIQSAVVCG.